Dataset: Peptide-MHC class I binding affinity with 185,985 pairs from IEDB/IMGT. Task: Regression. Given a peptide amino acid sequence and an MHC pseudo amino acid sequence, predict their binding affinity value. This is MHC class I binding data. (1) The peptide sequence is KGGEAQFLV. The MHC is HLA-A03:01 with pseudo-sequence HLA-A03:01. The binding affinity (normalized) is 0.0847. (2) The peptide sequence is YQAFRTKVH. The MHC is HLA-B27:05 with pseudo-sequence HLA-B27:05. The binding affinity (normalized) is 0.0847. (3) The peptide sequence is MYPFIFFIV. The MHC is HLA-C07:01 with pseudo-sequence YDSGYRENYRQADVSNLYLRYDSYTLAALAYTWY. The binding affinity (normalized) is 0.0847. (4) The peptide sequence is LASIDLKYF. The MHC is Mamu-A01 with pseudo-sequence Mamu-A01. The binding affinity (normalized) is 0.243.